Dataset: Peptide-MHC class I binding affinity with 185,985 pairs from IEDB/IMGT. Task: Regression. Given a peptide amino acid sequence and an MHC pseudo amino acid sequence, predict their binding affinity value. This is MHC class I binding data. The peptide sequence is RVQFIPGQR. The MHC is HLA-B08:01 with pseudo-sequence HLA-B08:01. The binding affinity (normalized) is 0.0847.